Dataset: Forward reaction prediction with 1.9M reactions from USPTO patents (1976-2016). Task: Predict the product of the given reaction. Given the reactants [Cl:1][C:2]1[CH:10]=[CH:9][C:8]2[NH:7][C:6]3[CH2:11][CH2:12][N:13]([CH3:16])[CH2:14][CH2:15][C:5]=3[C:4]=2[CH:3]=1.[CH:17]([C:19]1[CH:20]=[CH:21][C:22]([C:25]([OH:27])=[O:26])=[N:23][CH:24]=1)=[CH2:18], predict the reaction product. The product is: [Cl:1][C:2]1[CH:10]=[CH:9][C:8]2[N:7]([CH2:18][CH2:17][C:19]3[CH:20]=[CH:21][C:22]([C:25]([OH:27])=[O:26])=[N:23][CH:24]=3)[C:6]3[CH2:11][CH2:12][N:13]([CH3:16])[CH2:14][CH2:15][C:5]=3[C:4]=2[CH:3]=1.